From a dataset of Catalyst prediction with 721,799 reactions and 888 catalyst types from USPTO. Predict which catalyst facilitates the given reaction. (1) Reactant: [CH2:1]([O:3][CH2:4][C@@H:5]1[CH2:10][N:9]([C:11]([O:13][C:14]([CH3:17])([CH3:16])[CH3:15])=[O:12])[CH2:8][C@H:7]([C:18]([O:20]CC)=[O:19])[O:6]1)[CH3:2].[OH-].[Na+].[Cl-].[NH4+]. Product: [C:14]([O:13][C:11]([N:9]1[CH2:10][C@@H:5]([CH2:4][O:3][CH2:1][CH3:2])[O:6][C@@H:7]([C:18]([OH:20])=[O:19])[CH2:8]1)=[O:12])([CH3:15])([CH3:16])[CH3:17]. The catalyst class is: 5. (2) Reactant: [O:1]1[CH2:5][CH2:4][CH:3]([C:6]2[C:10]3[CH2:11][NH:12][CH2:13][CH2:14][C:9]=3[NH:8][N:7]=2)[CH2:2]1.[Cl:15][C:16]1[CH:21]=[CH:20][CH:19]=[C:18]([N:22]=[C:23]=[O:24])[CH:17]=1. Product: [Cl:15][C:16]1[CH:17]=[C:18]([NH:22][C:23]([N:12]2[CH2:13][CH2:14][C:9]3[NH:8][N:7]=[C:6]([CH:3]4[CH2:4][CH2:5][O:1][CH2:2]4)[C:10]=3[CH2:11]2)=[O:24])[CH:19]=[CH:20][CH:21]=1. The catalyst class is: 2. (3) Reactant: [CH:1]1([N:5]2[CH2:10][CH2:9][N:8]([CH2:11][C:12]3[N:17]=[CH:16][C:15]([C:18]4[CH:25]=[CH:24][C:21]([C:22]#N)=[CH:20][CH:19]=4)=[CH:14][CH:13]=3)[CH2:7][CH2:6]2)[CH2:4][CH2:3][CH2:2]1.CC(C[AlH]CC(C)C)C.C1C[O:38]CC1. Product: [CH:1]1([N:5]2[CH2:10][CH2:9][N:8]([CH2:11][C:12]3[N:17]=[CH:16][C:15]([C:18]4[CH:25]=[CH:24][C:21]([CH:22]=[O:38])=[CH:20][CH:19]=4)=[CH:14][CH:13]=3)[CH2:7][CH2:6]2)[CH2:4][CH2:3][CH2:2]1. The catalyst class is: 2. (4) Reactant: [Cl:1][C:2]1[C:3]([O:12][C:13]2[CH:18]=[C:17]([O:19][CH2:20][CH2:21][O:22][CH3:23])[CH:16]=[CH:15][C:14]=2[CH2:24][CH2:25][CH2:26][OH:27])=[N:4][CH:5]=[C:6]([C:8]([F:11])([F:10])[F:9])[CH:7]=1.[CH3:28][N:29]1[CH:33]=[C:32]([CH2:34][C:35]([O:37]C)=[O:36])[C:31](O)=[N:30]1.C(P(CCCC)CCCC)CCC.N(C(N1CCCCC1)=O)=NC(N1CCCCC1)=O.O1CCCC1CO.[OH-].[Na+].Cl. Product: [Cl:1][C:2]1[C:3]([O:12][C:13]2[CH:18]=[C:17]([O:19][CH2:20][CH2:21][O:22][CH3:23])[CH:16]=[CH:15][C:14]=2[CH2:24][CH2:25][CH2:26][O:27][C:31]2[C:32]([CH2:34][C:35]([OH:37])=[O:36])=[CH:33][N:29]([CH3:28])[N:30]=2)=[N:4][CH:5]=[C:6]([C:8]([F:9])([F:11])[F:10])[CH:7]=1. The catalyst class is: 7. (5) Reactant: Br[CH2:2][CH2:3][CH2:4][O:5][C:6]1[CH:15]=[C:14]2[C:9]([C:10]([O:16][C:17]3[CH:18]=[C:19]4[C:23](=[CH:24][CH:25]=3)[NH:22][CH:21]=[CH:20]4)=[N:11][CH:12]=[N:13]2)=[CH:8][C:7]=1[O:26][CH3:27].[C:28]([N:31]1[CH2:36][CH2:35][NH:34][CH2:33][CH2:32]1)(=[O:30])[CH3:29]. The catalyst class is: 42. Product: [C:28]([N:31]1[CH2:36][CH2:35][N:34]([CH2:2][CH2:3][CH2:4][O:5][C:6]2[CH:15]=[C:14]3[C:9]([C:10]([O:16][C:17]4[CH:18]=[C:19]5[C:23](=[CH:24][CH:25]=4)[NH:22][CH:21]=[CH:20]5)=[N:11][CH:12]=[N:13]3)=[CH:8][C:7]=2[O:26][CH3:27])[CH2:33][CH2:32]1)(=[O:30])[CH3:29]. (6) Reactant: Cl.C(OC(=O)[NH:8][C:9]1[C:14]([CH2:15][CH3:16])=[CH:13][C:12]([C:17]2[CH:22]=[CH:21][C:20]([Cl:23])=[CH:19][CH:18]=2)=[CH:11][C:10]=1[CH2:24][CH3:25])(C)(C)C. Product: [Cl:23][C:20]1[CH:21]=[CH:22][C:17]([C:12]2[CH:11]=[C:10]([CH2:24][CH3:25])[C:9]([NH2:8])=[C:14]([CH2:15][CH3:16])[CH:13]=2)=[CH:18][CH:19]=1. The catalyst class is: 5.